From a dataset of Catalyst prediction with 721,799 reactions and 888 catalyst types from USPTO. Predict which catalyst facilitates the given reaction. Reactant: [CH3:1][N:2]1[CH:10]=[C:9]2[C:4]([CH:5]=[CH:6][CH:7]=[C:8]2[C@@H:11]2[CH2:13][C@H:12]2[C:14](OCC)=[O:15])=[N:3]1.[H-].[Al+3].[Li+].[H-].[H-].[H-].C(OCC)(=O)C.[OH-].[Na+]. Product: [CH3:1][N:2]1[CH:10]=[C:9]2[C:4]([CH:5]=[CH:6][CH:7]=[C:8]2[C@@H:11]2[CH2:13][C@H:12]2[CH2:14][OH:15])=[N:3]1. The catalyst class is: 30.